The task is: Regression. Given a peptide amino acid sequence and an MHC pseudo amino acid sequence, predict their binding affinity value. This is MHC class I binding data.. This data is from Peptide-MHC class I binding affinity with 185,985 pairs from IEDB/IMGT. (1) The peptide sequence is RMRRAEPAA. The MHC is HLA-A02:06 with pseudo-sequence HLA-A02:06. The binding affinity (normalized) is 0. (2) The binding affinity (normalized) is 0.378. The peptide sequence is YSPLEACYNT. The MHC is Mamu-A01 with pseudo-sequence Mamu-A01. (3) The peptide sequence is HTSALSLGY. The MHC is HLA-A02:12 with pseudo-sequence HLA-A02:12. The binding affinity (normalized) is 0.0847. (4) The peptide sequence is HPRQFLAFL. The MHC is HLA-A69:01 with pseudo-sequence HLA-A69:01. The binding affinity (normalized) is 0.425. (5) The peptide sequence is LPWFLDTTI. The MHC is HLA-A02:16 with pseudo-sequence HLA-A02:16. The binding affinity (normalized) is 0.0847. (6) The peptide sequence is FPRCRYVHK. The MHC is HLA-A24:02 with pseudo-sequence HLA-A24:02. The binding affinity (normalized) is 0.0315. (7) The peptide sequence is FPVKPQVPL. The MHC is HLA-B40:02 with pseudo-sequence HLA-B40:02. The binding affinity (normalized) is 0. (8) The peptide sequence is VELQIGWTV. The MHC is HLA-B35:01 with pseudo-sequence HLA-B35:01. The binding affinity (normalized) is 0.0847.